From a dataset of NCI-60 drug combinations with 297,098 pairs across 59 cell lines. Regression. Given two drug SMILES strings and cell line genomic features, predict the synergy score measuring deviation from expected non-interaction effect. (1) Drug 1: CC12CCC(CC1=CCC3C2CCC4(C3CC=C4C5=CN=CC=C5)C)O. Drug 2: COC1=C2C(=CC3=C1OC=C3)C=CC(=O)O2. Cell line: HCT116. Synergy scores: CSS=9.58, Synergy_ZIP=-2.19, Synergy_Bliss=6.52, Synergy_Loewe=3.91, Synergy_HSA=6.01. (2) Drug 1: CC1OCC2C(O1)C(C(C(O2)OC3C4COC(=O)C4C(C5=CC6=C(C=C35)OCO6)C7=CC(=C(C(=C7)OC)O)OC)O)O. Drug 2: CCC1=C2CN3C(=CC4=C(C3=O)COC(=O)C4(CC)O)C2=NC5=C1C=C(C=C5)O. Cell line: SR. Synergy scores: CSS=74.9, Synergy_ZIP=-1.70, Synergy_Bliss=-3.19, Synergy_Loewe=-4.39, Synergy_HSA=-0.665. (3) Drug 2: CC1C(C(CC(O1)OC2CC(CC3=C2C(=C4C(=C3O)C(=O)C5=C(C4=O)C(=CC=C5)OC)O)(C(=O)CO)O)N)O.Cl. Drug 1: CC1=C(C=C(C=C1)NC2=NC=CC(=N2)N(C)C3=CC4=NN(C(=C4C=C3)C)C)S(=O)(=O)N.Cl. Cell line: NCIH23. Synergy scores: CSS=43.8, Synergy_ZIP=3.57, Synergy_Bliss=3.28, Synergy_Loewe=-11.6, Synergy_HSA=5.51. (4) Drug 1: CN(C)N=NC1=C(NC=N1)C(=O)N. Drug 2: C1CNP(=O)(OC1)N(CCCl)CCCl. Cell line: PC-3. Synergy scores: CSS=2.21, Synergy_ZIP=-1.76, Synergy_Bliss=-3.54, Synergy_Loewe=-5.07, Synergy_HSA=-4.42. (5) Drug 1: CC1=CC2C(CCC3(C2CCC3(C(=O)C)OC(=O)C)C)C4(C1=CC(=O)CC4)C. Drug 2: CC1=C2C(C(=O)C3(C(CC4C(C3C(C(C2(C)C)(CC1OC(=O)C(C(C5=CC=CC=C5)NC(=O)OC(C)(C)C)O)O)OC(=O)C6=CC=CC=C6)(CO4)OC(=O)C)O)C)O. Cell line: MDA-MB-435. Synergy scores: CSS=64.3, Synergy_ZIP=9.70, Synergy_Bliss=7.57, Synergy_Loewe=-38.1, Synergy_HSA=4.99. (6) Drug 1: C1CCC(C1)C(CC#N)N2C=C(C=N2)C3=C4C=CNC4=NC=N3. Drug 2: C(=O)(N)NO. Cell line: OVCAR-4. Synergy scores: CSS=1.35, Synergy_ZIP=1.07, Synergy_Bliss=1.44, Synergy_Loewe=1.44, Synergy_HSA=-0.343. (7) Drug 1: C1=C(C(=O)NC(=O)N1)N(CCCl)CCCl. Drug 2: C1=NC2=C(N1)C(=S)N=CN2. Cell line: NCI-H226. Synergy scores: CSS=14.1, Synergy_ZIP=-11.3, Synergy_Bliss=-11.3, Synergy_Loewe=-18.7, Synergy_HSA=-8.41. (8) Drug 1: C1=CC(=CC=C1C#N)C(C2=CC=C(C=C2)C#N)N3C=NC=N3. Drug 2: CC1=C2C(C(=O)C3(C(CC4C(C3C(C(C2(C)C)(CC1OC(=O)C(C(C5=CC=CC=C5)NC(=O)OC(C)(C)C)O)O)OC(=O)C6=CC=CC=C6)(CO4)OC(=O)C)O)C)O. Cell line: IGROV1. Synergy scores: CSS=-4.60, Synergy_ZIP=2.75, Synergy_Bliss=2.86, Synergy_Loewe=-3.76, Synergy_HSA=-3.84. (9) Drug 1: C1=CC(=CC=C1CC(C(=O)O)N)N(CCCl)CCCl.Cl. Drug 2: CS(=O)(=O)CCNCC1=CC=C(O1)C2=CC3=C(C=C2)N=CN=C3NC4=CC(=C(C=C4)OCC5=CC(=CC=C5)F)Cl. Cell line: U251. Synergy scores: CSS=19.6, Synergy_ZIP=-6.72, Synergy_Bliss=-1.65, Synergy_Loewe=-3.07, Synergy_HSA=-2.25. (10) Synergy scores: CSS=0.774, Synergy_ZIP=-0.0911, Synergy_Bliss=1.66, Synergy_Loewe=-5.88, Synergy_HSA=-1.18. Drug 1: CC1=C(C(CCC1)(C)C)C=CC(=CC=CC(=CC(=O)O)C)C. Drug 2: CCC(=C(C1=CC=CC=C1)C2=CC=C(C=C2)OCCN(C)C)C3=CC=CC=C3.C(C(=O)O)C(CC(=O)O)(C(=O)O)O. Cell line: SF-268.